This data is from Full USPTO retrosynthesis dataset with 1.9M reactions from patents (1976-2016). The task is: Predict the reactants needed to synthesize the given product. (1) The reactants are: F[C:2]1[CH:9]=[C:8]([C:10]([F:13])([F:12])[F:11])[CH:7]=[CH:6][C:3]=1[CH:4]=[O:5].[NH:14]1[CH2:18][CH2:17][CH2:16][CH2:15]1. Given the product [N:14]1([C:2]2[CH:9]=[C:8]([C:10]([F:13])([F:12])[F:11])[CH:7]=[CH:6][C:3]=2[CH:4]=[O:5])[CH2:18][CH2:17][CH2:16][CH2:15]1, predict the reactants needed to synthesize it. (2) Given the product [C:10]([C:8]1[CH:7]=[CH:6][C:5]([CH:12]2[C:17]3[C:18](=[O:21])[CH2:19][CH2:20][C:16]=3[N:15]([C:22]3[CH:27]=[CH:26][CH:25]=[C:24]([C:28]([F:31])([F:29])[F:30])[CH:23]=3)[C:14](=[O:32])[N:13]2[CH3:33])=[C:4]([CH:9]=1)[C:3]([OH:34])=[O:2])#[N:11], predict the reactants needed to synthesize it. The reactants are: C[O:2][C:3](=[O:34])[C:4]1[CH:9]=[C:8]([C:10]#[N:11])[CH:7]=[CH:6][C:5]=1[CH:12]1[C:17]2[C:18](=[O:21])[CH2:19][CH2:20][C:16]=2[N:15]([C:22]2[CH:27]=[CH:26][CH:25]=[C:24]([C:28]([F:31])([F:30])[F:29])[CH:23]=2)[C:14](=[O:32])[N:13]1[CH3:33].[OH-].[Li+].O.Cl. (3) Given the product [CH3:1][O:2][C:3]1[CH:10]=[CH:9][C:6]([CH:7]2[C:20]([C:21]([O:23][CH2:24][CH3:25])=[O:22])=[C:19]([C:18]([F:17])([F:27])[F:28])[NH:11][C:12]3=[N:13][NH:14][CH:15]=[C:16]23)=[CH:5][CH:4]=1, predict the reactants needed to synthesize it. The reactants are: [CH3:1][O:2][C:3]1[CH:10]=[CH:9][C:6]([CH:7]=O)=[CH:5][CH:4]=1.[NH2:11][C:12]1[CH:16]=[CH:15][NH:14][N:13]=1.[F:17][C:18]([F:28])([F:27])[C:19](=O)[CH2:20][C:21]([O:23][CH2:24][CH3:25])=[O:22].